From a dataset of Full USPTO retrosynthesis dataset with 1.9M reactions from patents (1976-2016). Predict the reactants needed to synthesize the given product. (1) Given the product [CH2:19]([O:17][C:11]1[CH:12]=[C:13]2[C:8](=[CH:9][CH:10]=1)[C:7](=[O:18])[C:6]1[CH2:5][CH2:4][CH:3]([CH2:1][CH3:2])[CH2:16][C:15]=1[S:14]2)[C:20]1[CH:25]=[CH:24][CH:23]=[CH:22][CH:21]=1, predict the reactants needed to synthesize it. The reactants are: [CH2:1]([CH:3]1[CH2:16][C:15]2[S:14][C:13]3[C:8](=[CH:9][CH:10]=[C:11]([OH:17])[CH:12]=3)[C:7](=[O:18])[C:6]=2[CH2:5][CH2:4]1)[CH3:2].[CH2:19](Br)[C:20]1[CH:25]=[CH:24][CH:23]=[CH:22][CH:21]=1.C(=O)([O-])[O-].[K+].[K+].C(O)(C)C. (2) The reactants are: C(=O)([O-])[O-].[K+].[K+].Br[CH2:8][CH2:9][OH:10].[F:11][C:12]([F:47])([F:46])[C:13]1[CH:14]=[C:15]([CH:39]=[C:40]([C:42]([F:45])([F:44])[F:43])[CH:41]=1)[C:16]([N:18]1[CH2:23][CH2:22][N:21]([CH2:24][C:25]2[CH:26]=[N:27][NH:28][CH:29]=2)[CH2:20][C@H:19]1[CH2:30][C:31]1[CH:36]=[CH:35][C:34]([CH3:37])=[C:33]([CH3:38])[CH:32]=1)=[O:17].O. Given the product [F:45][C:42]([F:44])([F:43])[C:40]1[CH:39]=[C:15]([CH:14]=[C:13]([C:12]([F:11])([F:46])[F:47])[CH:41]=1)[C:16]([N:18]1[CH2:23][CH2:22][N:21]([CH2:24][C:25]2[CH:29]=[N:28][N:27]([CH2:8][CH2:9][OH:10])[CH:26]=2)[CH2:20][C@H:19]1[CH2:30][C:31]1[CH:36]=[CH:35][C:34]([CH3:37])=[C:33]([CH3:38])[CH:32]=1)=[O:17], predict the reactants needed to synthesize it. (3) The reactants are: [CH3:1][NH:2][C@H:3]1[C:12]2[C:7](=[CH:8][CH:9]=[CH:10][CH:11]=2)[CH2:6][CH2:5][C@@H:4]1[CH3:13].C(N(CC)CC)C.[CH3:21][C:22]1[N:26]([CH2:27][C:28]([N:30]2[CH2:35][CH2:34][CH:33]([C:36]3[S:37][CH:38]=[C:39]([C:41](Cl)=[O:42])[N:40]=3)[CH2:32][CH2:31]2)=[O:29])[N:25]=[C:24]([C:44]([F:47])([F:46])[F:45])[CH:23]=1. Given the product [CH3:1][N:2]([C@H:3]1[C:12]2[C:7](=[CH:8][CH:9]=[CH:10][CH:11]=2)[CH2:6][CH2:5][C@@H:4]1[CH3:13])[C:41]([C:39]1[N:40]=[C:36]([CH:33]2[CH2:34][CH2:35][N:30]([C:28](=[O:29])[CH2:27][N:26]3[C:22]([CH3:21])=[CH:23][C:24]([C:44]([F:45])([F:47])[F:46])=[N:25]3)[CH2:31][CH2:32]2)[S:37][CH:38]=1)=[O:42], predict the reactants needed to synthesize it. (4) Given the product [C:5]12([C:3](=[O:4])[CH2:2][S:22][C:17]3[N:16]([CH3:15])[C:20]([CH3:21])=[N:19][N:18]=3)[CH2:14][CH:9]3[CH2:10][CH:11]([CH2:13][CH:7]([CH2:8]3)[CH2:6]1)[CH2:12]2, predict the reactants needed to synthesize it. The reactants are: Br[CH2:2][C:3]([C:5]12[CH2:14][CH:9]3[CH2:10][CH:11]([CH2:13][CH:7]([CH2:8]3)[CH2:6]1)[CH2:12]2)=[O:4].[CH3:15][N:16]1[C:20]([CH3:21])=[N:19][N:18]=[C:17]1[SH:22].C(N(CC)CC)C. (5) Given the product [N+:1]([C:4]1[CH:8]=[CH:7][N:6]([CH2:9][CH2:10][NH:11][C:17](=[O:18])[O:16][C:13]([CH3:15])([CH3:14])[CH3:12])[N:5]=1)([O-:3])=[O:2], predict the reactants needed to synthesize it. The reactants are: [N+:1]([C:4]1[CH:8]=[CH:7][N:6]([CH2:9][CH2:10][NH2:11])[N:5]=1)([O-:3])=[O:2].[CH3:12][C:13]([O:16][C:17](O[C:17]([O:16][C:13]([CH3:15])([CH3:14])[CH3:12])=[O:18])=[O:18])([CH3:15])[CH3:14].C(N(CC)CC)C. (6) Given the product [OH:11][C:4]1[C:3](=[O:12])[N:2]([CH3:1])[C:10]2[C:5]([C:18]=1[C:19]([O:21][CH2:22][CH3:23])=[O:20])=[CH:6][CH:7]=[CH:8][CH:9]=2, predict the reactants needed to synthesize it. The reactants are: [CH3:1][N:2]1[C:10]2[C:5](=[CH:6][CH:7]=[CH:8][CH:9]=2)[C:4](=[O:11])[C:3]1=[O:12].C(O)C.[N+](=[CH:18][C:19]([O:21][CH2:22][CH3:23])=[O:20])=[N-]. (7) Given the product [F:10][C:5]1[CH:6]=[CH:7][CH:8]=[CH:9][C:4]=1[N:1]1[C:15]([CH2:14][CH2:13][O:12][CH3:11])=[C:16]([C:17]([OH:19])=[O:18])[N:3]=[N:2]1, predict the reactants needed to synthesize it. The reactants are: [N:1]([C:4]1[CH:9]=[CH:8][CH:7]=[CH:6][C:5]=1[F:10])=[N+:2]=[N-:3].[CH3:11][O:12][CH2:13][CH2:14][C:15](=O)[CH2:16][C:17]([O:19]C)=[O:18].[O-]CC.[Na+].[OH-].[Na+]. (8) Given the product [OH:9][C:4]1[CH:5]=[C:6]2[C:7](=[CH:8][C:3]=1[O:2][CH3:1])[C:13](=[O:14])[CH2:12][C:11]2([CH3:16])[CH3:10], predict the reactants needed to synthesize it. The reactants are: [CH3:1][O:2][C:3]1[CH:8]=[CH:7][CH:6]=[CH:5][C:4]=1[OH:9].[CH3:10][C:11]([CH3:16])=[CH:12][C:13](O)=[O:14]. (9) The reactants are: [CH3:1][C:2]1([CH3:19])[CH2:9][C:8]2[N:4]([C:5]3[CH2:17][CH2:16][NH:15][C:14](=[O:18])[C:6]=3[C:7]=2[C:10]([O:12]C)=[O:11])[CH2:3]1.[Li+].[OH-].Cl. Given the product [CH3:1][C:2]1([CH3:19])[CH2:9][C:8]2[N:4]([C:5]3[CH2:17][CH2:16][NH:15][C:14](=[O:18])[C:6]=3[C:7]=2[C:10]([OH:12])=[O:11])[CH2:3]1, predict the reactants needed to synthesize it.